Task: Predict the reaction yield, written as a fraction of the theoretical maximum amount of product (1.0 means a 100% yield; for example, 0.34 means a 34% yield).. Dataset: Reaction yield outcomes from USPTO patents with 853,638 reactions (1) The reactants are O[CH2:2][C@H:3]1[CH2:7][CH2:6][CH2:5][N:4]1[CH2:8][C:9]1[S:13][CH:12]=[C:11]([C:14]2[CH:15]=[C:16]3[C:20](=[C:21]([C:23]([NH2:25])=[O:24])[CH:22]=2)[NH:19][CH:18]=[C:17]3[CH:26]2[CH2:31][CH2:30][N:29]([S:32]([CH:35]([CH3:37])[CH3:36])(=[O:34])=[O:33])[CH2:28][CH2:27]2)[CH:10]=1.N1CCC[C@@H:39]1CO. No catalyst specified. The product is [CH:5]1([N:4]([CH2:8][C:9]2[S:13][CH:12]=[C:11]([C:14]3[CH:15]=[C:16]4[C:20](=[C:21]([C:23]([NH2:25])=[O:24])[CH:22]=3)[NH:19][CH:18]=[C:17]4[CH:26]3[CH2:27][CH2:28][N:29]([S:32]([CH:35]([CH3:36])[CH3:37])(=[O:34])=[O:33])[CH2:30][CH2:31]3)[CH:10]=2)[CH3:39])[CH2:2][CH2:3][CH2:7][CH2:6]1. The yield is 0.543. (2) The reactants are [NH:1]1[C:5]2=[CH:6][N:7]=[C:8]([NH:10][C:11]3[C:12]4[CH:19]=[C:18]([C:20]([OH:22])=O)[NH:17][C:13]=4[N:14]=[CH:15][N:16]=3)[CH:9]=[C:4]2[CH:3]=[N:2]1.[CH2:23]([N:25](C(C)C)[CH:26](C)C)C.CNC.C(P1(=O)OP(=O)(CCC)OP(=O)(CCC)O1)CC. The catalyst is CS(C)=O. The product is [CH3:23][N:25]([CH3:26])[C:20]([C:18]1[NH:17][C:13]2[N:14]=[CH:15][N:16]=[C:11]([NH:10][C:8]3[CH:9]=[C:4]4[CH:3]=[N:2][NH:1][C:5]4=[CH:6][N:7]=3)[C:12]=2[CH:19]=1)=[O:22]. The yield is 0.200. (3) The reactants are Br[C:2]1[C:10]2[C:5](=[CH:6][C:7]([F:11])=[CH:8][CH:9]=2)[N:4]([S:12]([C:15]2[CH:20]=[CH:19][CH:18]=[CH:17][CH:16]=2)(=[O:14])=[O:13])[CH:3]=1.[CH3:21][N:22]1[CH:26]=[C:25](B2OC(C)(C)C(C)(C)O2)[CH:24]=[N:23]1.CC([O-])=O.[K+].C(Cl)Cl. The catalyst is CN(C=O)C.C1C=CC(P(C2C=CC=CC=2)[C-]2C=CC=C2)=CC=1.C1C=CC(P(C2C=CC=CC=2)[C-]2C=CC=C2)=CC=1.Cl[Pd]Cl.[Fe+2]. The product is [F:11][C:7]1[CH:6]=[C:5]2[C:10]([C:2]([C:25]3[CH:24]=[N:23][N:22]([CH3:21])[CH:26]=3)=[CH:3][N:4]2[S:12]([C:15]2[CH:20]=[CH:19][CH:18]=[CH:17][CH:16]=2)(=[O:14])=[O:13])=[CH:9][CH:8]=1. The yield is 0.230.